This data is from Forward reaction prediction with 1.9M reactions from USPTO patents (1976-2016). The task is: Predict the product of the given reaction. (1) Given the reactants COC1C=CC(B2[O:13][C:12](C)(C)[C:11]([CH3:17])([CH3:16])O2)=CC=1CS(N)(=O)=O.[F:23][C:24]1[CH:25]=[C:26]([CH:64]=[CH:65][CH:66]=1)[CH2:27][N:28]1[CH:32]=[C:31]([C:33]2[C:41]3[C:36](=[N:37][CH:38]=[C:39]([C:42]4[CH:43]=[N:44][C:45]([N:48]5[CH2:53][CH2:52][NH:51][CH2:50][CH2:49]5)=[CH:46][CH:47]=4)[CH:40]=3)[N:35]([S:54]([C:57]3[CH:63]=[CH:62][C:60]([CH3:61])=[CH:59][CH:58]=3)(=[O:56])=[O:55])[CH:34]=2)[CH:30]=[N:29]1.FC1C=C(C=CC=1)CN1C=C(C2C3C(=NC=C(C4C=NC(N5CCN(C)CC5)=CC=4)C=3)NC=2)C=N1.C1(C(Cl)=O)CC1.C(N(CC)CC)C, predict the reaction product. The product is: [CH:11]1([C:12]([N:51]2[CH2:52][CH2:53][N:48]([C:45]3[CH:46]=[CH:47][C:42]([C:39]4[CH:40]=[C:41]5[C:33]([C:31]6[CH:30]=[N:29][N:28]([CH2:27][C:26]7[CH:64]=[CH:65][CH:66]=[C:24]([F:23])[CH:25]=7)[CH:32]=6)=[CH:34][N:35]([S:54]([C:57]6[CH:63]=[CH:62][C:60]([CH3:61])=[CH:59][CH:58]=6)(=[O:56])=[O:55])[C:36]5=[N:37][CH:38]=4)=[CH:43][N:44]=3)[CH2:49][CH2:50]2)=[O:13])[CH2:17][CH2:16]1. (2) Given the reactants [C:1]1([C@H:7]2[CH2:12][CH2:11][C@H:10]([NH2:13])[CH2:9][CH2:8]2)[CH:6]=[CH:5][CH:4]=[CH:3][CH:2]=1.[Cl:14][C:15]1[CH:16]=[C:17]([CH2:21][C:22](O)=[O:23])[CH:18]=[CH:19][CH:20]=1, predict the reaction product. The product is: [Cl:14][C:15]1[CH:16]=[C:17]([CH2:21][C:22]([NH:13][C@H:10]2[CH2:9][CH2:8][C@H:7]([C:1]3[CH:6]=[CH:5][CH:4]=[CH:3][CH:2]=3)[CH2:12][CH2:11]2)=[O:23])[CH:18]=[CH:19][CH:20]=1.